Dataset: Reaction yield outcomes from USPTO patents with 853,638 reactions. Task: Predict the reaction yield, written as a fraction of the theoretical maximum amount of product (1.0 means a 100% yield; for example, 0.34 means a 34% yield). The reactants are [F:1][C@H:2]([C:4]1[S:8][C:7]2=[N:9][C:10]([C:12]3[O:13][C:14]4[C:15](=[C:17]([OH:23])[CH:18]=[C:19]([O:21][CH3:22])[CH:20]=4)[CH:16]=3)=[CH:11][N:6]2[N:5]=1)[CH3:3].O[CH2:25][C:26]1[N:27]=[C:28]([C:31]2([OH:37])[CH2:36][CH2:35][O:34][CH2:33][CH2:32]2)[S:29][CH:30]=1.C(P(CCCC)CCCC)CCC.N(C(N1CCCCC1)=O)=NC(N1CCCCC1)=O. The catalyst is C1COCC1.CCOC(C)=O.CCOC(C)=O.C(Cl)Cl. The product is [F:1][C@H:2]([C:4]1[S:8][C:7]2=[N:9][C:10]([C:12]3[O:13][C:14]4[CH:20]=[C:19]([O:21][CH3:22])[CH:18]=[C:17]([O:23][CH2:25][C:26]5[N:27]=[C:28]([C:31]6([OH:37])[CH2:36][CH2:35][O:34][CH2:33][CH2:32]6)[S:29][CH:30]=5)[C:15]=4[CH:16]=3)=[CH:11][N:6]2[N:5]=1)[CH3:3]. The yield is 0.738.